Dataset: Peptide-MHC class I binding affinity with 185,985 pairs from IEDB/IMGT. Task: Regression. Given a peptide amino acid sequence and an MHC pseudo amino acid sequence, predict their binding affinity value. This is MHC class I binding data. (1) The peptide sequence is VQADSGCVV. The MHC is HLA-A02:06 with pseudo-sequence HLA-A02:06. The binding affinity (normalized) is 0.595. (2) The peptide sequence is MQYLNPPPY. The MHC is HLA-A11:01 with pseudo-sequence HLA-A11:01. The binding affinity (normalized) is 0.0847. (3) The peptide sequence is AYTGGKINI. The MHC is H-2-Kd with pseudo-sequence H-2-Kd. The binding affinity (normalized) is 0.460. (4) The peptide sequence is AESICSYWL. The MHC is HLA-A02:03 with pseudo-sequence HLA-A02:03. The binding affinity (normalized) is 0.0847.